Predict the reactants needed to synthesize the given product. From a dataset of Full USPTO retrosynthesis dataset with 1.9M reactions from patents (1976-2016). (1) Given the product [NH:20]1[CH:24]=[C:23]([CH2:25][C:26]([N:29]2[CH2:34][CH2:33][CH2:32][C@@H:31]([NH:35][C:36]3[CH:41]=[CH:40][N:39]=[C:38]([C:42]4[N:46]5[CH:47]=[C:48]([C:51]#[N:52])[CH:49]=[CH:50][C:45]5=[N:44][CH:43]=4)[N:37]=3)[CH2:30]2)=[O:28])[N:22]=[CH:21]1, predict the reactants needed to synthesize it. The reactants are: C(N(CC)CC)C.C(N1C=CN=C1)(N1C=CN=C1)=O.[NH:20]1[CH:24]=[C:23]([CH2:25][C:26]([OH:28])=O)[N:22]=[CH:21]1.[NH:29]1[CH2:34][CH2:33][CH2:32][C@@H:31]([NH:35][C:36]2[CH:41]=[CH:40][N:39]=[C:38]([C:42]3[N:46]4[CH:47]=[C:48]([C:51]#[N:52])[CH:49]=[CH:50][C:45]4=[N:44][CH:43]=3)[N:37]=2)[CH2:30]1. (2) Given the product [C:84]1([CH:75]2[CH2:66][CH2:78][CH2:77][N:76]2[C:2]2[C:11]3[C:6](=[CH:7][C:8]([S:12]([NH:15][C:16]4[S:17][CH:18]=[CH:19][N:20]=4)(=[O:13])=[O:14])=[CH:9][CH:10]=3)[CH:5]=[CH:4][N:3]=2)[CH:83]=[CH:82][CH:81]=[CH:80][CH:79]=1, predict the reactants needed to synthesize it. The reactants are: Cl[C:2]1[C:11]2[C:6](=[CH:7][C:8]([S:12]([N:15](CC3C=CC(OC)=CC=3OC)[C:16]3[S:17][CH:18]=[CH:19][N:20]=3)(=[O:14])=[O:13])=[CH:9][CH:10]=2)[CH:5]=[CH:4][N:3]=1.ClC1C=C(C(F)(F)F)C=CC=1C1C=CC=C2C=1C=CC(S(NC1C=CN=CN=1)(=O)=O)=C2.C(C1C=C(C(F)(F)F)C=C[C:66]=1[C:75]1[C:84]2[C:79](=[CH:80][C:81](S(N(CC3C=CC(OC)=CC=3OC)C3SC=CN=3)(=O)=O)=[CH:82][CH:83]=2)[CH:78]=[CH:77][N:76]=1)#N. (3) Given the product [C:13]([C:12]1[C:2]([CH2:16][CH:17]([CH3:19])[CH3:18])=[N:3][CH:4]=[C:5]([CH:11]=1)[C:6]([O:8][CH2:9][CH3:10])=[O:7])#[N:14], predict the reactants needed to synthesize it. The reactants are: Cl[C:2]1[C:12]([C:13]#[N:14])=[CH:11][C:5]([C:6]([O:8][CH2:9][CH3:10])=[O:7])=[CH:4][N:3]=1.[Br-].[CH2:16]([Zn+])[CH:17]([CH3:19])[CH3:18]. (4) Given the product [NH2:1][CH2:26][CH2:27][CH2:28][CH2:29][CH2:30][CH2:31][CH2:32][CH2:33][CH2:34][CH2:35][CH2:36][C:37]([OH:39])=[O:38], predict the reactants needed to synthesize it. The reactants are: [NH2:1]CCCCCCCCCCCCCC(O)=O.CCCCCC[C@@H](O)C/[CH:26]=[CH:27]\[CH2:28][CH2:29][CH2:30][CH2:31][CH2:32][CH2:33][CH2:34][CH2:35][CH2:36][C:37]([OH:39])=[O:38].